Binary Classification. Given a drug SMILES string, predict its activity (active/inactive) in a high-throughput screening assay against a specified biological target. From a dataset of Cav3 T-type calcium channel HTS with 100,875 compounds. The molecule is S(=O)(=O)(CCC(=O)NC(COC)C)c1nc(cc(n1)C(F)(F)F)c1ccc(OC)cc1. The result is 0 (inactive).